Dataset: Reaction yield outcomes from USPTO patents with 853,638 reactions. Task: Predict the reaction yield, written as a fraction of the theoretical maximum amount of product (1.0 means a 100% yield; for example, 0.34 means a 34% yield). The reactants are [NH2:1][C@H:2]1[C:6]2([CH2:8][CH2:7]2)[CH2:5][N:4]([C:9]2[C:18]([O:19][CH3:20])=[C:17]3[C:12]([C:13](=[O:28])[C:14]([C:25]([OH:27])=[O:26])=[CH:15][N:16]3[C@@H:21]3[CH2:23][C@@H:22]3[F:24])=[CH:11][C:10]=2[F:29])[CH2:3]1.[ClH:30]. The catalyst is CC(O)C. The product is [OH2:19].[ClH:30].[NH2:1][C@H:2]1[C:6]2([CH2:7][CH2:8]2)[CH2:5][N:4]([C:9]2[C:18]([O:19][CH3:20])=[C:17]3[C:12]([C:13](=[O:28])[C:14]([C:25]([OH:27])=[O:26])=[CH:15][N:16]3[C@@H:21]3[CH2:23][C@@H:22]3[F:24])=[CH:11][C:10]=2[F:29])[CH2:3]1. The yield is 0.827.